From a dataset of Peptide-MHC class I binding affinity with 185,985 pairs from IEDB/IMGT. Regression. Given a peptide amino acid sequence and an MHC pseudo amino acid sequence, predict their binding affinity value. This is MHC class I binding data. (1) The peptide sequence is EHFYWGSVF. The MHC is HLA-B40:01 with pseudo-sequence HLA-B40:01. The binding affinity (normalized) is 0.0847. (2) The peptide sequence is TSFPWLLGCA. The MHC is Patr-A0101 with pseudo-sequence Patr-A0101. The binding affinity (normalized) is 0.0901. (3) The peptide sequence is HAAVRRNAF. The MHC is HLA-A02:19 with pseudo-sequence HLA-A02:19. The binding affinity (normalized) is 0.0847. (4) The peptide sequence is FHKKRVEPL. The MHC is HLA-A03:01 with pseudo-sequence HLA-A03:01. The binding affinity (normalized) is 0.0847. (5) The peptide sequence is RADSMMLGY. The MHC is HLA-A02:01 with pseudo-sequence HLA-A02:01. The binding affinity (normalized) is 0.0847.